This data is from Experimentally validated miRNA-target interactions with 360,000+ pairs, plus equal number of negative samples. The task is: Binary Classification. Given a miRNA mature sequence and a target amino acid sequence, predict their likelihood of interaction. (1) The miRNA is mmu-miR-297b-5p with sequence AUGUAUGUGUGCAUGAACAUGU. The protein sequence of the target gene is MSSSSSSPRETYEEDREYESQAKRLKTEEGEIDYSAEEGENRREATPRGGGDGGGGGRSFSQPEAGGSHHKVSVSPVVHVRGLCESVVEADLVEALEKFGTICYVMMMPFKRQALVEFENIDSAKECVTFAADEPVYIAGQQAFFNYSTSKRITRPGNTDDPSGGNKVLLLSIQNPLYPITVDVLYTVCNPVGKVQRIVIFKRNGIQAMVEFESVLCAQKAKAALNGADIYAGCCTLKIEYARPTRLNVIRNDNDSWDYTKPYLGRRDRGKGRQRQAILGEHPSSFRHDGYGSHGPLLPL.... Result: 0 (no interaction). (2) The miRNA is mmu-miR-1947-5p with sequence AGGACGAGCUAGCUGAGUGCUG. The protein sequence of the target gene is MGTKGKVIKCKAAIAWEAGKPLCIEEVEVAPPKAHEVRIQIIATSLCHTDATVIDSKFEGLAFPVIVGHEAAGIVESIGPGVTNVKPGDKVIPLYAPLCRKCKFCLSPLTNLCGKISNLKSPASDQQLMEDKTSRFTCKGKPVYHFFGTSTFSQYTVVSDINLAKIDDDANLERVCLLGCGFSTGYGAAINNAKVTPGSTCAVFGLGGVGLSAVMGCKAAGASRIIGIDINSEKFVKAKALGATDCLNPRDLHKPIQEVIIELTKGGVDFALDCAGGSETMKAALDCTTAGWGSCTFIGV.... Result: 0 (no interaction). (3) The miRNA is hsa-miR-4707-5p with sequence GCCCCGGCGCGGGCGGGUUCUGG. The protein sequence of the target gene is MASSASLETMVPPACPRAGASPATSKTLAFSIERIMAKTSEPRAPFEPRPAALEADSSQSKKLLNLCSPLPCMIPLQPLGYEVPSKTLLSYSEFWKSSLRAGGGGGGGSGGGAPVCGASGLCKTNCGVCCKAELGLAPSALPAGRVIKPQVINQAVGLPASGSLYYFNYLDSTAYPPSELLGGHLFPSGLLNAQAPTSLAAHPKLFLLENAKLASLAADKFPHPASYPHKERLHAPLEQVLKENSALTAERGGVKSHSKLPGGSTDSKPKNFTCEVCGKVFNAHYNLTRHMPVHTGARPF.... Result: 0 (no interaction). (4) The miRNA is hsa-miR-1252-3p with sequence CAAAUGAGCUUAAUUUCCUUUU. The protein sequence of the target gene is MTRAAERGQGATGWGLRGALVAIALLSALNAAGTVFVLCQWRGLSAALRALEAQRGREQREDSALRAFLAELSRAPGRVPEPSQDPMSAARNKRSHNGEPASHIRAESQDMMMMMTYSMVPIRVMIDLCNSTQGICLTGPPGPPGPPGAGGLPGHNGSDGQPGLQGPKGEKGAIGKRGKMGLPGATGNPGEKGEKGDAGELGLPGNEGPPGQKGDKGDKGDVSNDVLLTGAKGDQGPPGPPGPPGPPGPPGSRRSKGPRPPNVFNSQCPGETCVIPNDDTLVGRADEKANERHSPQTESM.... Result: 0 (no interaction). (5) The miRNA is mmu-miR-6356 with sequence UCCCCAGAGUCCUAACAAUGA. The protein sequence of the target gene is MDPVATHSCHLLQQLHEQRIQGLLCDCMLVVKGVCFKAHKNVLAAFSQYFRSLFQNSSSQKNDVFHLDVKNVSGIGQILDFMYTSHLDLNQDNIQVMLDTAQCLQVQNVLSLCHTFLKSATVVQPPGMPCNSTLSLQSTLTPDATCVISENYPPHLLQECSADAQQNKTLDESHPHASPSVNRHHSAGEISKQAPDTSDGSCTELPFKQPNYYYKLRNFYSKQYHKHAAGPSQERVVEQPFAFSTSTDLTTVESQPCAVSHSECILESPEHLPSNFLAQPVNDSAPHPESDATCQQPVKQ.... Result: 0 (no interaction). (6) The miRNA is hsa-miR-6715b-5p with sequence ACAGGCACGACUGGUUUGGCA. The protein sequence of the target gene is MSGFLEGSRCSECMDWGEKRNTIASIAAGVLFFTGWWIIIDAAVMYPRMDQFNHSYHTCGVIATIAFLMINAVSNGQVRGDSYSEGCLGQTGARIWLFIGFMLAFGSLIASMWILFGGYVAKEKDVVYPGIAVFFQNAFIFFGGLVFKFGRTEDLWQ. Result: 0 (no interaction). (7) The miRNA is hsa-miR-2467-3p with sequence AGCAGAGGCAGAGAGGCUCAGG. The protein sequence of the target gene is MQQRGAAGSRGCALFPLLGVLFFQGVYIVFSLEIRADAHVRGYVGEKIKLKCTFKSTSDVTDKLTIDWTYRPPSSSHTVSIFHYQSFQYPTTAGTFRDRISWVGNVYKGDASISISNPTIKDNGTFSCAVKNPPDVHHNIPMTELTVTERGFGTMLSSVALLSILVFVPSAVVVALLLVRMGRKAAGLKKRSRSGYKKSSIEVSDDTDQEEEEACMARLCVRCAECLDSDYEETY. Result: 1 (interaction).